The task is: Predict the reaction yield, written as a fraction of the theoretical maximum amount of product (1.0 means a 100% yield; for example, 0.34 means a 34% yield).. This data is from Reaction yield outcomes from USPTO patents with 853,638 reactions. (1) The reactants are Cl.[CH3:2][O:3][C@@H:4]([C@@H:18]1[CH2:22][CH2:21][CH2:20][NH:19]1)[C@@H:5]([CH3:17])[C:6](=[S:16])[NH:7][CH2:8][CH2:9][C:10]1[CH:15]=[CH:14][CH:13]=[CH:12][CH:11]=1.[CH:23]1[C:35]2[CH:34]([CH2:36][O:37][C:38]([N:40]([CH3:68])[C@H:41]([C:45]([NH:47][C@H:48]([C:52]([N:54]([C@@H:56]([C@@H:64]([CH3:67])[CH2:65][CH3:66])[C@H:57]([O:62][CH3:63])[CH2:58][C:59](O)=[O:60])[CH3:55])=[O:53])[CH:49]([CH3:51])[CH3:50])=[O:46])[CH:42]([CH3:44])[CH3:43])=[O:39])[C:33]3[C:28](=[CH:29][CH:30]=[CH:31][CH:32]=3)[C:27]=2[CH:26]=[CH:25][CH:24]=1.C(N(C(C)C)CC)(C)C.CN(C(ON1N=NC2C=CC=NC1=2)=[N+](C)C)C.F[P-](F)(F)(F)(F)F. The product is [CH:23]1[C:35]2[CH:34]([CH2:36][O:37][C:38]([N:40]([CH3:68])[C@H:41]([C:45]([NH:47][C@H:48]([C:52]([N:54]([C@@H:56]([C@@H:64]([CH3:67])[CH2:65][CH3:66])[C@H:57]([O:62][CH3:63])[CH2:58][C:59]([N:19]3[CH2:20][CH2:21][CH2:22][C@H:18]3[C@H:4]([O:3][CH3:2])[C@@H:5]([CH3:17])[C:6]([NH:7][CH2:8][CH2:9][C:10]3[CH:15]=[CH:14][CH:13]=[CH:12][CH:11]=3)=[S:16])=[O:60])[CH3:55])=[O:53])[CH:49]([CH3:51])[CH3:50])=[O:46])[CH:42]([CH3:44])[CH3:43])=[O:39])[C:33]3[C:28](=[CH:29][CH:30]=[CH:31][CH:32]=3)[C:27]=2[CH:26]=[CH:25][CH:24]=1. The catalyst is ClCCl.CN(C)C=O. The yield is 0.660. (2) No catalyst specified. The reactants are [NH2:1][C:2](=[N:20][OH:21])[CH:3]1[CH2:7][C:6]2([CH2:12][CH2:11][N:10]([C:13]([O:15][C:16]([CH3:19])([CH3:18])[CH3:17])=[O:14])[CH2:9][CH2:8]2)[O:5][CH2:4]1.[F:22][C:23]([F:34])([F:33])[C:24]1[CH:32]=[CH:31][C:27]([C:28](Cl)=O)=[CH:26][CH:25]=1.FC(F)(F)OC1C=CC(C2ON=C(C3CC4(CCN(C(OC(C)(C)C)=O)CC4)OC3)N=2)=CC=1. The yield is 0.950. The product is [F:22][C:23]([F:33])([F:34])[C:24]1[CH:25]=[CH:26][C:27]([C:28]2[O:21][N:20]=[C:2]([CH:3]3[CH2:7][C:6]4([CH2:12][CH2:11][N:10]([C:13]([O:15][C:16]([CH3:18])([CH3:17])[CH3:19])=[O:14])[CH2:9][CH2:8]4)[O:5][CH2:4]3)[N:1]=2)=[CH:31][CH:32]=1. (3) The reactants are CB1N2CCC[C@H]2C(C2C=CC=CC=2)(C2C=CC=CC=2)O1.[C:22]([C:25]1[C:26]([O:45][CH2:46][CH3:47])=[C:27]([CH:34]2[CH2:37][N:36]([C:38]([O:40][C:41]([CH3:44])([CH3:43])[CH3:42])=[O:39])[CH2:35]2)[C:28]([C:32]#[N:33])=[C:29]([Cl:31])[CH:30]=1)(=[O:24])[CH3:23]. The catalyst is O1CCCC1. The product is [Cl:31][C:29]1[C:28]([C:32]#[N:33])=[C:27]([CH:34]2[CH2:35][N:36]([C:38]([O:40][C:41]([CH3:44])([CH3:43])[CH3:42])=[O:39])[CH2:37]2)[C:26]([O:45][CH2:46][CH3:47])=[C:25]([CH:22]([OH:24])[CH3:23])[CH:30]=1. The yield is 0.780. (4) The reactants are F[C:2]1[CH:7]=[CH:6][C:5]([N+:8]([O-:10])=[O:9])=[CH:4][CH:3]=1.[C:11]([NH2:15])([CH3:14])([CH3:13])[CH3:12].O. The catalyst is CS(C)=O. The product is [C:11]([NH:15][C:2]1[CH:7]=[CH:6][C:5]([N+:8]([O-:10])=[O:9])=[CH:4][CH:3]=1)([CH3:14])([CH3:13])[CH3:12]. The yield is 0.730. (5) The reactants are [C:1]1([C@H:7]([NH:9][CH2:10][C:11]#[N:12])[CH3:8])[CH:6]=[CH:5][CH:4]=[CH:3][CH:2]=1.I[CH2:14][C:15]([CH3:17])=[CH2:16].C([O-])([O-])=O.[K+].[K+]. The catalyst is C(#N)C. The product is [C:1]1([C@H:7]([N:9]([CH2:10][C:11]#[N:12])[CH2:16][C:15]([CH3:17])=[CH2:14])[CH3:8])[CH:6]=[CH:5][CH:4]=[CH:3][CH:2]=1. The yield is 0.900. (6) The reactants are [CH3:1][C@@:2]1([CH:8]=[CH:9][C:10]2[N:11]([CH2:15][CH3:16])[CH:12]=[CH:13][CH:14]=2)[CH2:6][O:5][C:4](=[O:7])[NH:3]1. The catalyst is C(O)C.[C].[Pd]. The product is [CH3:1][C@@:2]1([CH2:8][CH2:9][C:10]2[N:11]([CH2:15][CH3:16])[CH:12]=[CH:13][CH:14]=2)[CH2:6][O:5][C:4](=[O:7])[NH:3]1. The yield is 0.870.